From a dataset of Catalyst prediction with 721,799 reactions and 888 catalyst types from USPTO. Predict which catalyst facilitates the given reaction. (1) Reactant: [NH:1]1[CH:5]=[CH:4][CH:3]=[C:2]1[C:6]([O:8][CH3:9])=[O:7].[H-].[Na+].F[C:13]1[CH:18]=[CH:17][C:16]([N+:19]([O-:21])=[O:20])=[CH:15][CH:14]=1.O. Product: [N+:19]([C:16]1[CH:17]=[CH:18][C:13]([N:1]2[CH:5]=[CH:4][CH:3]=[C:2]2[C:6]([O:8][CH3:9])=[O:7])=[CH:14][CH:15]=1)([O-:21])=[O:20]. The catalyst class is: 3. (2) Reactant: [CH2:1]([N:8]1[CH2:13][CH2:12][N:11]([C:14]([O:16][C:17]([CH3:20])([CH3:19])[CH3:18])=[O:15])[C@H:10]([CH2:21][N:22]([CH:30]([CH3:32])[CH3:31])[C:23](=[O:29])[CH2:24][CH2:25][C:26]([OH:28])=O)[CH2:9]1)[C:2]1[CH:7]=[CH:6][CH:5]=[CH:4][CH:3]=1.CC[N:35]=C=NCCCN(C)C.Cl.C(=O)(O)[O-].[Na+]. Product: [NH2:35][C:26](=[O:28])[CH2:25][CH2:24][C:23]([N:22]([CH2:21][C@@H:10]1[CH2:9][N:8]([CH2:1][C:2]2[CH:3]=[CH:4][CH:5]=[CH:6][CH:7]=2)[CH2:13][CH2:12][N:11]1[C:14]([O:16][C:17]([CH3:20])([CH3:18])[CH3:19])=[O:15])[CH:30]([CH3:31])[CH3:32])=[O:29]. The catalyst class is: 3. (3) Reactant: Cl[C:2]1[N:7]=[C:6]([NH2:8])[N:5]=[C:4]([NH:9][CH3:10])[CH:3]=1.[NH2:11][CH2:12][C:13]1[CH:14]=[C:15](B(O)O)[CH:16]=[CH:17][CH:18]=1.C(=O)([O-])[O-].[Na+].[Na+].O1CCOCC1. Product: [NH2:11][CH2:12][C:13]1[CH:18]=[C:17]([C:2]2[N:7]=[C:6]([NH2:8])[N:5]=[C:4]([NH:9][CH3:10])[CH:3]=2)[CH:16]=[CH:15][CH:14]=1. The catalyst class is: 103. (4) Reactant: C[O:2][CH:3](OC)[C:4]1[CH:9]=[CH:8][N:7]2[CH:10]=[CH:11][N:12]=[C:6]2[N:5]=1.C(OCC)(=O)C.C(=O)([O-])O.[Na+]. Product: [N:12]1[CH:11]=[CH:10][N:7]2[CH:8]=[CH:9][C:4]([CH:3]=[O:2])=[N:5][C:6]=12. The catalyst class is: 126. (5) Reactant: Cl[C:2]1[S:6][N:5]=[C:4]([CH3:7])[N:3]=1.[CH3:8][C:9]#[N:10].C[Si]([N-][Si](C)(C)C)(C)C.[Li+]. Product: [CH3:7][C:4]1[N:3]=[C:2]([CH2:8][C:9]#[N:10])[S:6][N:5]=1. The catalyst class is: 1. (6) Reactant: [NH2:1][C:2]1[N:7]=[C:6]([NH:8][CH2:9][CH2:10][NH:11]C(=O)OC(C)(C)C)[CH:5]=[C:4]([C:19]2[CH:24]=[CH:23][CH:22]=[C:21]([CH3:25])[C:20]=2[CH3:26])[N:3]=1. Product: [NH2:11][CH2:10][CH2:9][NH:8][C:6]1[CH:5]=[C:4]([C:19]2[CH:24]=[CH:23][CH:22]=[C:21]([CH3:25])[C:20]=2[CH3:26])[N:3]=[C:2]([NH2:1])[N:7]=1. The catalyst class is: 67.